Task: Regression. Given a peptide amino acid sequence and an MHC pseudo amino acid sequence, predict their binding affinity value. This is MHC class I binding data.. Dataset: Peptide-MHC class I binding affinity with 185,985 pairs from IEDB/IMGT (1) The peptide sequence is IMKDGRVLV. The MHC is HLA-A02:03 with pseudo-sequence HLA-A02:03. The binding affinity (normalized) is 0.728. (2) The peptide sequence is DLAAGVDVV. The MHC is HLA-B27:05 with pseudo-sequence HLA-B27:05. The binding affinity (normalized) is 0.0847. (3) The peptide sequence is SICSTMTNR. The MHC is HLA-A03:01 with pseudo-sequence HLA-A03:01. The binding affinity (normalized) is 0.375. (4) The peptide sequence is CILESLFRA. The MHC is HLA-A02:01 with pseudo-sequence HLA-A02:01. The binding affinity (normalized) is 0.610. (5) The peptide sequence is LAIKNYYRKT. The MHC is HLA-A02:06 with pseudo-sequence HLA-A02:06. The binding affinity (normalized) is 0. (6) The peptide sequence is FLWGPRALV. The MHC is HLA-A02:01 with pseudo-sequence HLA-A02:01. The binding affinity (normalized) is 0.714. (7) The peptide sequence is SLSVETITEK. The MHC is HLA-A33:01 with pseudo-sequence HLA-A33:01. The binding affinity (normalized) is 0.